This data is from Full USPTO retrosynthesis dataset with 1.9M reactions from patents (1976-2016). The task is: Predict the reactants needed to synthesize the given product. The reactants are: [Br:1][C:2]1[N:7]=[C:6]([CH:8]=O)[CH:5]=[CH:4][CH:3]=1.[CH3:10][O:11][CH2:12][CH2:13][NH2:14]. Given the product [Br:1][C:2]1[N:7]=[C:6]([CH2:8][NH:14][CH2:13][CH2:12][O:11][CH3:10])[CH:5]=[CH:4][CH:3]=1, predict the reactants needed to synthesize it.